From a dataset of NCI-60 drug combinations with 297,098 pairs across 59 cell lines. Regression. Given two drug SMILES strings and cell line genomic features, predict the synergy score measuring deviation from expected non-interaction effect. (1) Drug 1: CC12CCC(CC1=CCC3C2CCC4(C3CC=C4C5=CN=CC=C5)C)O. Drug 2: C1CN(P(=O)(OC1)NCCCl)CCCl. Cell line: T-47D. Synergy scores: CSS=3.33, Synergy_ZIP=-1.97, Synergy_Bliss=-0.651, Synergy_Loewe=-8.13, Synergy_HSA=-1.57. (2) Cell line: DU-145. Drug 1: C1=CC=C(C(=C1)C(C2=CC=C(C=C2)Cl)C(Cl)Cl)Cl. Drug 2: CCCCCOC(=O)NC1=NC(=O)N(C=C1F)C2C(C(C(O2)C)O)O. Synergy scores: CSS=-1.49, Synergy_ZIP=7.42, Synergy_Bliss=9.61, Synergy_Loewe=0.896, Synergy_HSA=3.11. (3) Drug 1: C1CC(=O)NC(=O)C1N2CC3=C(C2=O)C=CC=C3N. Drug 2: C1=NC2=C(N=C(N=C2N1C3C(C(C(O3)CO)O)F)Cl)N. Cell line: HS 578T. Synergy scores: CSS=2.17, Synergy_ZIP=-2.04, Synergy_Bliss=0.186, Synergy_Loewe=-10.2, Synergy_HSA=-1.06. (4) Drug 1: CC12CCC(CC1=CCC3C2CCC4(C3CC=C4C5=CN=CC=C5)C)O. Drug 2: CC(C)CN1C=NC2=C1C3=CC=CC=C3N=C2N. Cell line: U251. Synergy scores: CSS=6.43, Synergy_ZIP=-1.73, Synergy_Bliss=0.184, Synergy_Loewe=-1.18, Synergy_HSA=-1.48. (5) Cell line: OVCAR3. Drug 1: CC1OCC2C(O1)C(C(C(O2)OC3C4COC(=O)C4C(C5=CC6=C(C=C35)OCO6)C7=CC(=C(C(=C7)OC)O)OC)O)O. Synergy scores: CSS=28.4, Synergy_ZIP=-6.75, Synergy_Bliss=-1.08, Synergy_Loewe=-7.38, Synergy_HSA=-4.82. Drug 2: CCN(CC)CCNC(=O)C1=C(NC(=C1C)C=C2C3=C(C=CC(=C3)F)NC2=O)C. (6) Drug 1: CS(=O)(=O)C1=CC(=C(C=C1)C(=O)NC2=CC(=C(C=C2)Cl)C3=CC=CC=N3)Cl. Drug 2: COCCOC1=C(C=C2C(=C1)C(=NC=N2)NC3=CC=CC(=C3)C#C)OCCOC.Cl. Cell line: UACC62. Synergy scores: CSS=6.38, Synergy_ZIP=-1.30, Synergy_Bliss=3.68, Synergy_Loewe=1.70, Synergy_HSA=3.06. (7) Cell line: SK-MEL-2. Synergy scores: CSS=13.1, Synergy_ZIP=-4.44, Synergy_Bliss=0.642, Synergy_Loewe=-1.54, Synergy_HSA=2.10. Drug 1: CC1CCC2CC(C(=CC=CC=CC(CC(C(=O)C(C(C(=CC(C(=O)CC(OC(=O)C3CCCCN3C(=O)C(=O)C1(O2)O)C(C)CC4CCC(C(C4)OC)OCCO)C)C)O)OC)C)C)C)OC. Drug 2: CN(CCCl)CCCl.Cl. (8) Drug 1: C1=NC2=C(N=C(N=C2N1C3C(C(C(O3)CO)O)O)F)N. Drug 2: CC1C(C(CC(O1)OC2CC(OC(C2O)C)OC3=CC4=CC5=C(C(=O)C(C(C5)C(C(=O)C(C(C)O)O)OC)OC6CC(C(C(O6)C)O)OC7CC(C(C(O7)C)O)OC8CC(C(C(O8)C)O)(C)O)C(=C4C(=C3C)O)O)O)O. Cell line: HCT116. Synergy scores: CSS=62.8, Synergy_ZIP=-1.40, Synergy_Bliss=1.42, Synergy_Loewe=1.22, Synergy_HSA=1.60. (9) Drug 1: C1=NC2=C(N=C(N=C2N1C3C(C(C(O3)CO)O)F)Cl)N. Drug 2: CC1CCC2CC(C(=CC=CC=CC(CC(C(=O)C(C(C(=CC(C(=O)CC(OC(=O)C3CCCCN3C(=O)C(=O)C1(O2)O)C(C)CC4CCC(C(C4)OC)O)C)C)O)OC)C)C)C)OC. Cell line: NCIH23. Synergy scores: CSS=28.7, Synergy_ZIP=-0.953, Synergy_Bliss=11.1, Synergy_Loewe=2.43, Synergy_HSA=4.21. (10) Drug 1: C1=CC=C(C(=C1)C(C2=CC=C(C=C2)Cl)C(Cl)Cl)Cl. Drug 2: C1CN(P(=O)(OC1)NCCCl)CCCl. Cell line: NCIH23. Synergy scores: CSS=4.26, Synergy_ZIP=-3.64, Synergy_Bliss=-5.58, Synergy_Loewe=-3.46, Synergy_HSA=-4.37.